Dataset: NCI-60 drug combinations with 297,098 pairs across 59 cell lines. Task: Regression. Given two drug SMILES strings and cell line genomic features, predict the synergy score measuring deviation from expected non-interaction effect. (1) Drug 1: CC1C(C(CC(O1)OC2CC(CC3=C2C(=C4C(=C3O)C(=O)C5=C(C4=O)C(=CC=C5)OC)O)(C(=O)CO)O)N)O.Cl. Drug 2: CN(C)C1=NC(=NC(=N1)N(C)C)N(C)C. Cell line: HS 578T. Synergy scores: CSS=6.13, Synergy_ZIP=-1.23, Synergy_Bliss=1.67, Synergy_Loewe=1.15, Synergy_HSA=1.39. (2) Drug 1: C1CN(P(=O)(OC1)NCCCl)CCCl. Drug 2: CC1CCCC2(C(O2)CC(NC(=O)CC(C(C(=O)C(C1O)C)(C)C)O)C(=CC3=CSC(=N3)C)C)C. Cell line: M14. Synergy scores: CSS=56.9, Synergy_ZIP=3.50, Synergy_Bliss=2.02, Synergy_Loewe=-36.3, Synergy_HSA=0.787. (3) Drug 1: CC1=C(C(=CC=C1)Cl)NC(=O)C2=CN=C(S2)NC3=CC(=NC(=N3)C)N4CCN(CC4)CCO. Drug 2: CC(C)(C#N)C1=CC=C(C=C1)N2C3=C4C=C(C=CC4=NC=C3N(C2=O)C)C5=CC6=CC=CC=C6N=C5. Cell line: NCIH23. Synergy scores: CSS=68.5, Synergy_ZIP=5.25, Synergy_Bliss=4.96, Synergy_Loewe=8.00, Synergy_HSA=14.4. (4) Drug 1: CC12CCC(CC1=CCC3C2CCC4(C3CC=C4C5=CN=CC=C5)C)O. Drug 2: CC1C(C(=O)NC(C(=O)N2CCCC2C(=O)N(CC(=O)N(C(C(=O)O1)C(C)C)C)C)C(C)C)NC(=O)C3=C4C(=C(C=C3)C)OC5=C(C(=O)C(=C(C5=N4)C(=O)NC6C(OC(=O)C(N(C(=O)CN(C(=O)C7CCCN7C(=O)C(NC6=O)C(C)C)C)C)C(C)C)C)N)C. Cell line: PC-3. Synergy scores: CSS=7.32, Synergy_ZIP=7.03, Synergy_Bliss=11.5, Synergy_Loewe=11.9, Synergy_HSA=11.4. (5) Drug 1: CC1C(C(=O)NC(C(=O)N2CCCC2C(=O)N(CC(=O)N(C(C(=O)O1)C(C)C)C)C)C(C)C)NC(=O)C3=C4C(=C(C=C3)C)OC5=C(C(=O)C(=C(C5=N4)C(=O)NC6C(OC(=O)C(N(C(=O)CN(C(=O)C7CCCN7C(=O)C(NC6=O)C(C)C)C)C)C(C)C)C)N)C. Drug 2: C1=NC2=C(N1)C(=S)N=CN2. Cell line: UACC-257. Synergy scores: CSS=13.7, Synergy_ZIP=-3.99, Synergy_Bliss=2.81, Synergy_Loewe=-0.482, Synergy_HSA=2.33. (6) Drug 1: CN(CC1=CN=C2C(=N1)C(=NC(=N2)N)N)C3=CC=C(C=C3)C(=O)NC(CCC(=O)O)C(=O)O. Drug 2: COCCOC1=C(C=C2C(=C1)C(=NC=N2)NC3=CC=CC(=C3)C#C)OCCOC.Cl. Cell line: HS 578T. Synergy scores: CSS=24.1, Synergy_ZIP=0.793, Synergy_Bliss=-0.781, Synergy_Loewe=-17.1, Synergy_HSA=-1.10. (7) Drug 1: CC1=C2C(C(=O)C3(C(CC4C(C3C(C(C2(C)C)(CC1OC(=O)C(C(C5=CC=CC=C5)NC(=O)OC(C)(C)C)O)O)OC(=O)C6=CC=CC=C6)(CO4)OC(=O)C)OC)C)OC. Drug 2: CC1=CC=C(C=C1)C2=CC(=NN2C3=CC=C(C=C3)S(=O)(=O)N)C(F)(F)F. Cell line: NCI-H322M. Synergy scores: CSS=51.5, Synergy_ZIP=14.4, Synergy_Bliss=13.2, Synergy_Loewe=-46.6, Synergy_HSA=16.0. (8) Drug 1: C1CC(=O)NC(=O)C1N2CC3=C(C2=O)C=CC=C3N. Drug 2: CC1C(C(CC(O1)OC2CC(CC3=C2C(=C4C(=C3O)C(=O)C5=CC=CC=C5C4=O)O)(C(=O)C)O)N)O. Cell line: CCRF-CEM. Synergy scores: CSS=35.5, Synergy_ZIP=5.76, Synergy_Bliss=5.29, Synergy_Loewe=-27.5, Synergy_HSA=1.21.